Task: Predict the reaction yield, written as a fraction of the theoretical maximum amount of product (1.0 means a 100% yield; for example, 0.34 means a 34% yield).. Dataset: Reaction yield outcomes from USPTO patents with 853,638 reactions (1) The reactants are Br[C:2]1[CH:3]=[C:4]([O:28][C:29]2[CH:34]=[CH:33][CH:32]=[CH:31][CH:30]=2)[C:5]([NH:8][C:9]2[S:10][CH:11]=[C:12]([CH2:14][CH:15]3[CH2:20][CH2:19][N:18]([C:21]([O:23][C:24]([CH3:27])([CH3:26])[CH3:25])=[O:22])[CH2:17][CH2:16]3)[N:13]=2)=[N:6][CH:7]=1.C(N(C(C)C)C(C)C)C.C1(P(C2C=CC=CC=2)C2C3OC4C(=CC=CC=4P(C4C=CC=CC=4)C4C=CC=CC=4)C(C)(C)C=3C=CC=2)C=CC=CC=1.[SH:86][CH2:87][CH2:88][C:89]([O:91][CH3:92])=[O:90]. The catalyst is C1C=CC(/C=C/C(/C=C/C2C=CC=CC=2)=O)=CC=1.C1C=CC(/C=C/C(/C=C/C2C=CC=CC=2)=O)=CC=1.C1C=CC(/C=C/C(/C=C/C2C=CC=CC=2)=O)=CC=1.[Pd].[Pd].C(OCC)(=O)C.O1CCOCC1. The product is [CH3:92][O:91][C:89](=[O:90])[CH2:88][CH2:87][S:86][C:2]1[CH:3]=[C:4]([O:28][C:29]2[CH:34]=[CH:33][CH:32]=[CH:31][CH:30]=2)[C:5]([NH:8][C:9]2[S:10][CH:11]=[C:12]([CH2:14][CH:15]3[CH2:20][CH2:19][N:18]([C:21]([O:23][C:24]([CH3:27])([CH3:26])[CH3:25])=[O:22])[CH2:17][CH2:16]3)[N:13]=2)=[N:6][CH:7]=1. The yield is 0.945. (2) The catalyst is CN(C=O)C.O. The yield is 0.700. The product is [C:21]([NH:24][C@@H:25]([CH2:26][C:27]1[CH:28]=[CH:29][CH:30]=[CH:31][CH:32]=1)[C:33]([NH:20][C@H:9]([C:6]1[S:7][CH:8]=[C:4]([CH2:2][CH3:3])[N:5]=1)[CH2:10][C:11]1[CH:16]=[CH:15][C:14]([N+:17]([O-:19])=[O:18])=[CH:13][CH:12]=1)=[O:34])(=[O:23])[CH3:22]. The reactants are Br.[CH2:2]([C:4]1[N:5]=[C:6]([C@@H:9]([NH2:20])[CH2:10][C:11]2[CH:16]=[CH:15][C:14]([N+:17]([O-:19])=[O:18])=[CH:13][CH:12]=2)[S:7][CH:8]=1)[CH3:3].[C:21]([NH:24][C@H:25]([C:33](O)=[O:34])[CH2:26][C:27]1[CH:32]=[CH:31][CH:30]=[CH:29][CH:28]=1)(=[O:23])[CH3:22].ON1C2C=CC=CC=2N=N1.C(N(C(C)C)CC)(C)C.CN(C)CCCN=C=NCC. (3) The reactants are C([O:8][C:9]([C:11]1[N:12]=[C:13]([C:19]2[CH:24]=[CH:23][CH:22]=[CH:21][CH:20]=2)[O:14][C:15]=1[CH:16]([CH3:18])[CH3:17])=[O:10])C1C=CC=CC=1.O1CCCC1.CO.[H-].[OH-].[Li+]. The catalyst is O. The product is [CH:16]([C:15]1[O:14][C:13]([C:19]2[CH:20]=[CH:21][CH:22]=[CH:23][CH:24]=2)=[N:12][C:11]=1[C:9]([OH:10])=[O:8])([CH3:18])[CH3:17]. The yield is 0.410. (4) The reactants are [C:12]([O:11][C:9](O[C:9]([O:11][C:12]([CH3:15])([CH3:14])[CH3:13])=[O:10])=[O:10])([CH3:15])([CH3:14])[CH3:13].[CH2:16]([N:23]1[CH:29]2[CH2:30][CH2:31][CH2:32][CH:24]1[CH2:25][NH:26][CH2:27][CH2:28]2)[C:17]1[CH:22]=[CH:21][CH:20]=[CH:19][CH:18]=1. The catalyst is C1COCC1.CCOCC. The product is [CH2:16]([N:23]1[CH:29]2[CH2:30][CH2:31][CH2:32][CH:24]1[CH2:25][N:26]([C:9]([O:11][C:12]([CH3:13])([CH3:14])[CH3:15])=[O:10])[CH2:27][CH2:28]2)[C:17]1[CH:18]=[CH:19][CH:20]=[CH:21][CH:22]=1. The yield is 0.800. (5) The reactants are [C:1]([OH:9])(=[O:8])[CH2:2][CH2:3][CH2:4][C:5]([OH:7])=[O:6].[CH2:10]([O:14][CH2:15][CH2:16][O:17][CH:18]=[CH2:19])[CH:11]1[O:13][CH2:12]1. No catalyst specified. The product is [CH2:10]([O:14][CH2:15][CH2:16][O:17][CH:18]([O:6][C:5](=[O:7])[CH2:4][CH2:3][CH2:2][C:1]([O:9][CH:18]([O:17][CH2:16][CH2:15][O:14][CH2:10][CH:11]1[O:13][CH2:12]1)[CH3:19])=[O:8])[CH3:19])[CH:11]1[O:13][CH2:12]1. The yield is 1.00. (6) The catalyst is C(Cl)Cl. The product is [N:1]1([CH2:7][C:8]2[CH:13]=[CH:12][C:11]([C:14]([NH:16][C:17]3([C:23]([NH:25][C@H:26]([CH:31]=[O:32])[CH2:27][CH2:28][S:29][CH3:30])=[O:24])[CH2:22][CH2:21][CH2:20][CH2:19][CH2:18]3)=[O:15])=[CH:10][CH:9]=2)[CH2:6][CH2:5][O:4][CH2:3][CH2:2]1. The yield is 0.850. The reactants are [N:1]1([CH2:7][C:8]2[CH:13]=[CH:12][C:11]([C:14]([NH:16][C:17]3([C:23]([NH:25][C@H:26]([CH2:31][OH:32])[CH2:27][CH2:28][S:29][CH3:30])=[O:24])[CH2:22][CH2:21][CH2:20][CH2:19][CH2:18]3)=[O:15])=[CH:10][CH:9]=2)[CH2:6][CH2:5][O:4][CH2:3][CH2:2]1.C(OCC)(=O)C.C(=O)(O)[O-].[Na+].S([O-])([O-])(=O)=S.[Na+].[Na+]. (7) The reactants are [S:1]1[C:5]([CH2:6][O:7][C:8]([NH:10][C@@H:11]([CH2:33][C:34]2[CH:39]=[CH:38][CH:37]=[CH:36][CH:35]=2)[CH2:12][NH:13][CH2:14][C@@H:15]([NH:23][C:24]([O:26][CH2:27][C:28]2[S:32][CH:31]=[N:30][CH:29]=2)=[O:25])[CH2:16][C:17]2[CH:22]=[CH:21][CH:20]=[CH:19][CH:18]=2)=[O:9])=[CH:4][N:3]=[CH:2]1.[C:40](=O)([O:51][CH2:52][C:53]1[S:57][CH:56]=[N:55][CH:54]=1)[O:41]C1C=CC([N+]([O-])=O)=CC=1.C(N(CC)CC)C. The catalyst is C(OCC)(=O)C. The product is [S:57]1[C:53]([CH2:52][O:51][C:40]([N:13]([CH2:14][C@@H:15]([NH:23][C:24]([O:26][CH2:27][C:28]2[S:32][CH:31]=[N:30][CH:29]=2)=[O:25])[CH2:16][C:17]2[CH:18]=[CH:19][CH:20]=[CH:21][CH:22]=2)[CH2:12][C@@H:11]([NH:10][C:8]([O:7][CH2:6][C:5]2[S:1][CH:2]=[N:3][CH:4]=2)=[O:9])[CH2:33][C:34]2[CH:39]=[CH:38][CH:37]=[CH:36][CH:35]=2)=[O:41])=[CH:54][N:55]=[CH:56]1. The yield is 0.360.